Dataset: Reaction yield outcomes from USPTO patents with 853,638 reactions. Task: Predict the reaction yield, written as a fraction of the theoretical maximum amount of product (1.0 means a 100% yield; for example, 0.34 means a 34% yield). (1) The reactants are [I:1][C:2]1[CH:3]=[CH:4][C:5]2[N:6]([CH:8]=[C:9]([NH2:11])[N:10]=2)[N:7]=1.Cl.[CH3:13][N:14]([CH2:16][C:17](Cl)=[O:18])[CH3:15]. The catalyst is CN1CCCC1=O.[OH-].[Na+]. The product is [I:1][C:2]1[CH:3]=[CH:4][C:5]2[N:6]([CH:8]=[C:9]([NH:11][C:17](=[O:18])[CH2:16][N:14]([CH3:15])[CH3:13])[N:10]=2)[N:7]=1. The yield is 0.740. (2) The reactants are [CH:1]1([C:6](Cl)=[O:7])[CH2:5][CH2:4][CH2:3][CH2:2]1.[NH2:9][C:10]1([C:16](O)=[O:17])[CH2:15][CH2:14][CH2:13][CH2:12][CH2:11]1.C(=O)([O-])[O-].[Na+].[Na+].Cl.C(N=C=NCCCN(C)C)C. The catalyst is C(OCC)(=O)C.O. The product is [CH:1]1([C:6]2[O:7][C:16](=[O:17])[C:10]3([CH2:15][CH2:14][CH2:13][CH2:12][CH2:11]3)[N:9]=2)[CH2:5][CH2:4][CH2:3][CH2:2]1. The yield is 0.420.